From a dataset of Catalyst prediction with 721,799 reactions and 888 catalyst types from USPTO. Predict which catalyst facilitates the given reaction. (1) Reactant: Cl[C:2]1[C:11]([NH:12][C:13](=O)[CH2:14][CH2:15][O:16][CH3:17])=[C:10]([NH:19][CH2:20][C:21]([NH:24][S:25]([CH3:28])(=[O:27])=[O:26])([CH3:23])[CH3:22])[C:9]2[C:4](=[CH:5][CH:6]=[CH:7][CH:8]=2)[N:3]=1.N.ClC1C(NC(=O)CCOC)=C(CC(NS(C)(=O)=O)(C)C)C2C(=CC=CC=2)[N:32]=1. Product: [NH2:32][C:2]1[C:11]2[N:12]=[C:13]([CH2:14][CH2:15][O:16][CH3:17])[N:19]([CH2:20][C:21]([NH:24][S:25]([CH3:28])(=[O:27])=[O:26])([CH3:22])[CH3:23])[C:10]=2[C:9]2[CH:8]=[CH:7][CH:6]=[CH:5][C:4]=2[N:3]=1. The catalyst class is: 5. (2) Reactant: [I:1][C:2]1[C:10]2[C:5](=[CH:6][CH:7]=[CH:8][C:9]=2[N+:11]([O-:13])=[O:12])[NH:4][N:3]=1.C(N=C(N(C)C)N(C)C)(C)(C)C.Cl.Cl[CH2:28][C:29]1[CH:34]=[CH:33][C:32]([C:35]([F:38])([F:37])[F:36])=[CH:31][N:30]=1. Product: [I:1][C:2]1[C:10]2[C:5](=[CH:6][CH:7]=[CH:8][C:9]=2[N+:11]([O-:13])=[O:12])[N:4]([CH2:28][C:29]2[CH:34]=[CH:33][C:32]([C:35]([F:37])([F:36])[F:38])=[CH:31][N:30]=2)[N:3]=1. The catalyst class is: 23. (3) The catalyst class is: 3. Product: [CH2:29]([O:32][NH:33][C:21](=[O:22])[C:20]1[CH:24]=[CH:25][CH:26]=[CH:27][C:19]=1[NH:18][C:14]1[CH:13]=[C:12]2[C:17]([C:9](/[CH:8]=[CH:7]/[C:2]3[CH:3]=[CH:4][CH:5]=[CH:6][N:1]=3)=[N:10][NH:11]2)=[CH:16][CH:15]=1)[CH:30]=[CH2:31]. Reactant: [N:1]1[CH:6]=[CH:5][CH:4]=[CH:3][C:2]=1[CH:7]=[CH:8][C:9]1[C:17]2[C:12](=[CH:13][C:14]([NH:18][C:19]3[CH:27]=[CH:26][CH:25]=[CH:24][C:20]=3[C:21](O)=[O:22])=[CH:15][CH:16]=2)[NH:11][N:10]=1.Cl.[CH2:29]([O:32][NH2:33])[CH:30]=[CH2:31].C(N(CC)CC)C.CN(C(ON1N=NC2C=CC=NC1=2)=[N+](C)C)C.F[P-](F)(F)(F)(F)F.